From a dataset of Reaction yield outcomes from USPTO patents with 853,638 reactions. Predict the reaction yield, written as a fraction of the theoretical maximum amount of product (1.0 means a 100% yield; for example, 0.34 means a 34% yield). (1) The yield is 0.860. The product is [F:1][C:2]1[CH:3]=[CH:4][C:5]([CH2:6][N:7]2[C:15]3[C:10](=[CH:11][CH:12]=[CH:13][CH:14]=3)[C:9]([C:16]([OH:18])=[O:17])=[C:8]2[C:20]([OH:22])=[O:21])=[CH:24][CH:25]=1. The reactants are [F:1][C:2]1[CH:25]=[CH:24][C:5]([CH2:6][N:7]2[C:15]3[C:10](=[CH:11][CH:12]=[CH:13][CH:14]=3)[C:9]([C:16]([O:18]C)=[O:17])=[C:8]2[C:20]([O:22]C)=[O:21])=[CH:4][CH:3]=1.[OH-].[K+].Cl. The catalyst is C(O)C. (2) The reactants are O.Cl.[NH:3]1[CH2:8][CH2:7][C:6](=[O:9])[CH2:5][CH2:4]1.C(N(CC)CC)C.[F:17][C:18]([F:29])([F:28])[C:19](O[C:19](=[O:20])[C:18]([F:29])([F:28])[F:17])=[O:20].O. The catalyst is ClCCl. The product is [F:17][C:18]([F:29])([F:28])[C:19]([N:3]1[CH2:8][CH2:7][C:6](=[O:9])[CH2:5][CH2:4]1)=[O:20]. The yield is 1.00. (3) The reactants are C1CCC(N=C=NC2CCCCC2)CC1.Cl.[F:17][C:18]1[CH:23]=[CH:22][C:21]([F:24])=[CH:20][C:19]=1[NH:25][CH:26]([C:30]1[CH:35]=[CH:34][CH:33]=[CH:32][CH:31]=1)[C:27]([OH:29])=[O:28].C1C=CC2N(O)N=NC=2C=1.[N:46]12[CH2:53][CH2:52][CH:49]([CH2:50][CH2:51]1)[C@@H:48](O)[CH2:47]2. The yield is 0.800. The product is [F:17][C:18]1[CH:23]=[CH:22][C:21]([F:24])=[CH:20][C:19]=1[NH:25][CH:26]([C:30]1[CH:31]=[CH:32][CH:33]=[CH:34][CH:35]=1)[C:27]([O:29][C@@H:48]1[CH:49]2[CH2:52][CH2:53][N:46]([CH2:51][CH2:50]2)[CH2:47]1)=[O:28]. The catalyst is C1COCC1. (4) The reactants are [C:1]([N:5]1[CH2:8][CH:7]([C:9]2[N:14]=[CH:13][C:12]([NH:15][S:16]([C:19]3[CH:24]=[CH:23][C:22]([O:25][C:26]([F:29])([F:28])[F:27])=[CH:21][CH:20]=3)(=[O:18])=[O:17])=[CH:11][CH:10]=2)[CH2:6]1)(=O)[CH2:2][CH3:3].B.C1COCC1. The catalyst is C1COCC1. The product is [CH2:1]([N:5]1[CH2:8][CH:7]([C:9]2[N:14]=[CH:13][C:12]([NH:15][S:16]([C:19]3[CH:24]=[CH:23][C:22]([O:25][C:26]([F:28])([F:29])[F:27])=[CH:21][CH:20]=3)(=[O:18])=[O:17])=[CH:11][CH:10]=2)[CH2:6]1)[CH2:2][CH3:3]. The yield is 0.600. (5) The reactants are [C:1]([O:5][C:6]([C@:8]1([NH:22][C:23]([O:25][C:26]([CH3:29])([CH3:28])[CH3:27])=[O:24])[CH2:13][C@@H:12](Br)[C@@H:11]2[C@H:9]1[C@H:10]2[C:15]([O:17][C:18]([CH3:21])([CH3:20])[CH3:19])=[O:16])=[O:7])([CH3:4])([CH3:3])[CH3:2].[NH:30]1[CH:34]=[N:33][C:32]([SH:35])=[N:31]1.C(=O)([O-])[O-].[K+].[K+]. The catalyst is CN(C)C=O.C(OCC)(=O)C. The product is [C:1]([O:5][C:6]([C@:8]1([NH:22][C:23]([O:25][C:26]([CH3:29])([CH3:28])[CH3:27])=[O:24])[CH2:13][C@H:12]([S:35][C:32]2[N:33]=[CH:34][NH:30][N:31]=2)[C@@H:11]2[C@H:9]1[C@H:10]2[C:15]([O:17][C:18]([CH3:21])([CH3:20])[CH3:19])=[O:16])=[O:7])([CH3:4])([CH3:3])[CH3:2]. The yield is 0.780.